From a dataset of Full USPTO retrosynthesis dataset with 1.9M reactions from patents (1976-2016). Predict the reactants needed to synthesize the given product. (1) Given the product [CH2:1]([O:3][C:4](=[O:18])[CH2:5][CH2:6][C:7]1[C:16]2[C:11](=[CH:12][CH:13]=[CH:14][CH:15]=2)[C:10]([O:17][CH2:20][C:21]2[C:22]([CH3:37])=[N:23][C:24]([C:27]3[CH:28]=[CH:29][C:30]([C:33]([F:36])([F:34])[F:35])=[CH:31][CH:32]=3)=[CH:25][CH:26]=2)=[CH:9][CH:8]=1)[CH3:2], predict the reactants needed to synthesize it. The reactants are: [CH2:1]([O:3][C:4](=[O:18])[CH2:5][CH2:6][C:7]1[C:16]2[C:11](=[CH:12][CH:13]=[CH:14][CH:15]=2)[C:10]([OH:17])=[CH:9][CH:8]=1)[CH3:2].Cl[CH2:20][C:21]1[C:22]([CH3:37])=[N:23][C:24]([C:27]2[CH:32]=[CH:31][C:30]([C:33]([F:36])([F:35])[F:34])=[CH:29][CH:28]=2)=[CH:25][CH:26]=1. (2) Given the product [CH2:36]([N:20]([CH2:18][CH3:19])[CH2:21][CH2:22][CH2:23][NH:24][C:25]([C:27]1[C:31]([CH3:32])=[C:30]([CH:33]=[C:10]2[C:9]3[C:13](=[CH:14][CH:15]=[CH:16][C:8]=3[C:5]3[CH:4]=[CH:3][C:2]([F:1])=[CH:7][CH:6]=3)[NH:12][C:11]2=[O:17])[NH:29][C:28]=1[CH3:35])=[O:26])[CH3:37], predict the reactants needed to synthesize it. The reactants are: [F:1][C:2]1[CH:7]=[CH:6][C:5]([C:8]2[CH:16]=[CH:15][CH:14]=[C:13]3[C:9]=2[CH2:10][C:11](=[O:17])[NH:12]3)=[CH:4][CH:3]=1.[CH2:18]([N:20]([CH2:36][CH3:37])[CH2:21][CH2:22][CH2:23][NH:24][C:25]([C:27]1[C:31]([CH3:32])=[C:30]([CH:33]=O)[NH:29][C:28]=1[CH3:35])=[O:26])[CH3:19]. (3) Given the product [F:1][C:2]1[CH:3]=[CH:4][C:5]([NH:8][C:9]([C:11]2[C:15]([NH:16][C:17](=[O:19])[CH3:18])=[CH:14][NH:13][N:12]=2)=[O:10])=[CH:6][CH:7]=1, predict the reactants needed to synthesize it. The reactants are: [F:1][C:2]1[CH:7]=[CH:6][C:5]([NH:8][C:9]([C:11]2[C:15]([NH2:16])=[CH:14][NH:13][N:12]=2)=[O:10])=[CH:4][CH:3]=1.[C:17](OC(=O)C)(=[O:19])[CH3:18]. (4) Given the product [OH:7][NH:8][C:9]([C:11]1[CH:16]=[N:15][C:14]([N:17]2[CH2:22][CH:21]3[CH:19]([CH:20]3[N:23]([CH3:37])[S:24]([C:27]3[CH:36]=[CH:35][C:34]4[C:29](=[CH:30][CH:31]=[CH:32][CH:33]=4)[CH:28]=3)(=[O:26])=[O:25])[CH2:18]2)=[N:13][CH:12]=1)=[O:10], predict the reactants needed to synthesize it. The reactants are: O1CCCCC1[O:7][NH:8][C:9]([C:11]1[CH:12]=[N:13][C:14]([N:17]2[CH2:22][CH:21]3[CH:19]([CH:20]3[N:23]([CH3:37])[S:24]([C:27]3[CH:36]=[CH:35][C:34]4[C:29](=[CH:30][CH:31]=[CH:32][CH:33]=4)[CH:28]=3)(=[O:26])=[O:25])[CH2:18]2)=[N:15][CH:16]=1)=[O:10].C(O)(C(F)(F)F)=O.C(Cl)Cl.CO. (5) Given the product [C:1]([O:5][C:6](=[O:25])[N:7]([CH2:14][C:15]1[CH:24]=[CH:23][C:18]2[O:19][CH2:20][CH2:21][O:22][C:17]=2[CH:16]=1)[CH:8]1[CH2:13][CH2:12][N:11]([CH2:38][CH2:37][N:28]2[C:29]3[C:34](=[CH:33][CH:32]=[CH:31][CH:30]=3)[N:35]=[CH:36][C:27]2=[O:26])[CH2:10][CH2:9]1)([CH3:4])([CH3:2])[CH3:3], predict the reactants needed to synthesize it. The reactants are: [C:1]([O:5][C:6](=[O:25])[N:7]([CH2:14][C:15]1[CH:24]=[CH:23][C:18]2[O:19][CH2:20][CH2:21][O:22][C:17]=2[CH:16]=1)[CH:8]1[CH2:13][CH2:12][NH:11][CH2:10][CH2:9]1)([CH3:4])([CH3:3])[CH3:2].[O:26]=[C:27]1[CH:36]=[N:35][C:34]2[C:29](=[CH:30][CH:31]=[CH:32][CH:33]=2)[N:28]1[CH2:37][CH:38]=O.C(O[BH-](OC(=O)C)OC(=O)C)(=O)C.[Na+].C(=O)([O-])O.[Na+]. (6) Given the product [CH3:8][C:7]([O:11][C:12]1[CH:17]=[CH:16][C:15]([C:18]([F:20])([F:19])[F:21])=[CH:14][CH:13]=1)([CH3:6])[C:9]#[C:10][C:23]([O:25][CH2:26][CH3:27])=[O:24], predict the reactants needed to synthesize it. The reactants are: C([Li])CCC.[CH3:6][C:7]([O:11][C:12]1[CH:17]=[CH:16][C:15]([C:18]([F:21])([F:20])[F:19])=[CH:14][CH:13]=1)([C:9]#[CH:10])[CH3:8].Cl[C:23]([O:25][CH2:26][CH3:27])=[O:24].[Cl-].[NH4+]. (7) Given the product [CH2:26]([C:25]1[N:28]=[C:29]([C:30]2[CH:35]=[CH:34][CH:33]=[CH:32][CH:31]=2)[N:8]([C:3]2[CH:4]=[CH:5][CH:6]=[CH:7][C:2]=2[CH3:10])[N:9]=1)[CH3:27], predict the reactants needed to synthesize it. The reactants are: Cl.[C:2]1([CH3:10])[CH:7]=[CH:6][CH:5]=[CH:4][C:3]=1[NH:8][NH2:9].C(Cl)(Cl)(Cl)Cl.C(N(CC)CC)C.CO[C:25](=[N:28][C:29](=O)[C:30]1[CH:35]=[CH:34][CH:33]=[CH:32][CH:31]=1)[CH2:26][CH3:27]. (8) Given the product [Cl:1][C:2]1[C:3]([CH2:4][N:12]2[CH2:16][CH2:15][CH2:14][CH2:13]2)=[C:6]([Cl:11])[CH:7]=[CH:8][C:9]=1[OH:10], predict the reactants needed to synthesize it. The reactants are: [Cl:1][C:2]1[C:9]([OH:10])=[CH:8][CH:7]=[C:6]([Cl:11])[C:3]=1[CH:4]=O.[NH:12]1[CH2:16][CH2:15][CH2:14][CH2:13]1.C(O[BH-](OC(=O)C)OC(=O)C)(=O)C.[Na+].C([O-])([O-])=O.[K+].[K+]. (9) Given the product [N:7]1[C:6]2[CH:10]=[N:12][CH:13]=[N:14][C:5]=2[C:4](=[O:34])[N:8]=1, predict the reactants needed to synthesize it. The reactants are: CCC[C:4]1[C:5]2[N:14]=[C:13](C3C=C(S(N4CCN(C)CC4)(=O)=O)C=CC=3OCC)[NH:12][C:10](=O)[C:6]=2[N:7](C)[N:8]=1.[OH-:34].[Na+]. (10) Given the product [C:16]([Si:20]([CH3:22])([CH3:21])[O:8][C@@H:6]([CH2:5][C:4]#[C:3][Si:2]([CH3:10])([CH3:9])[CH3:1])[CH3:7])([CH3:19])([CH3:18])[CH3:17], predict the reactants needed to synthesize it. The reactants are: [CH3:1][Si:2]([CH3:10])([CH3:9])[C:3]#[C:4][CH2:5][C@H:6]([OH:8])[CH3:7].N1C=CN=C1.[C:16]([Si:20](Cl)([CH3:22])[CH3:21])([CH3:19])([CH3:18])[CH3:17].